This data is from Forward reaction prediction with 1.9M reactions from USPTO patents (1976-2016). The task is: Predict the product of the given reaction. (1) Given the reactants [CH2:1]([C:3]1[CH:9]=[CH:8][C:6]([NH2:7])=[CH:5][CH:4]=1)[CH3:2].[Cl:10][CH2:11][C:12](Cl)=[O:13].O1CCCC1.C(=O)(O)[O-].[Na+], predict the reaction product. The product is: [Cl:10][CH2:11][C:12]([NH:7][C:6]1[CH:8]=[CH:9][C:3]([CH2:1][CH3:2])=[CH:4][CH:5]=1)=[O:13]. (2) Given the reactants [F:1][C:2]1[CH:10]=[CH:9][C:5]([C:6]([NH2:8])=[O:7])=[CH:4][C:3]=1[C:11]([F:14])([F:13])[F:12].C(Cl)(=O)[C:16](Cl)=[O:17], predict the reaction product. The product is: [F:1][C:2]1[CH:10]=[CH:9][C:5]([C:6]([N:8]=[C:16]=[O:17])=[O:7])=[CH:4][C:3]=1[C:11]([F:12])([F:13])[F:14]. (3) Given the reactants [NH2:1][C:2]1[N:7]=[CH:6][N:5]=[C:4]2[N:8]([C:33]3[CH:38]=[CH:37][C:36]([CH:39]=O)=[CH:35][CH:34]=3)[N:9]=[C:10]([C:11]3[CH:16]=[CH:15][C:14]([NH:17][C:18](=[O:30])[C:19]4[CH:24]=[CH:23][C:22]([C:25]([F:28])([F:27])[F:26])=[CH:21][C:20]=4[F:29])=[C:13]([O:31][CH3:32])[CH:12]=3)[C:3]=12.[OH:41][CH:42]1[CH2:47][CH2:46][NH:45][CH2:44][CH2:43]1.[C:48]([O:51][BH-]([O:51][C:48](=[O:50])[CH3:49])[O:51][C:48](=[O:50])[CH3:49])(=[O:50])[CH3:49].[Na+].[OH-].[Na+], predict the reaction product. The product is: [C:48]([OH:51])(=[O:50])[CH3:49].[NH2:1][C:2]1[N:7]=[CH:6][N:5]=[C:4]2[N:8]([C:33]3[CH:34]=[CH:35][C:36]([CH2:39][N:45]4[CH2:46][CH2:47][CH:42]([OH:41])[CH2:43][CH2:44]4)=[CH:37][CH:38]=3)[N:9]=[C:10]([C:11]3[CH:16]=[CH:15][C:14]([NH:17][C:18](=[O:30])[C:19]4[CH:24]=[CH:23][C:22]([C:25]([F:27])([F:28])[F:26])=[CH:21][C:20]=4[F:29])=[C:13]([O:31][CH3:32])[CH:12]=3)[C:3]=12.